From a dataset of Reaction yield outcomes from USPTO patents with 853,638 reactions. Predict the reaction yield, written as a fraction of the theoretical maximum amount of product (1.0 means a 100% yield; for example, 0.34 means a 34% yield). The catalyst is CCOC(C)=O.C1COCC1. The reactants are Cl.C([O:4][CH2:5][CH2:6][O:7][NH:8][C:9]([C:11]1[C:16]([NH:17][C:18]2[CH:23]=[CH:22][C:21]([Br:24])=[CH:20][C:19]=2[F:25])=[CH:15][C:14](=[O:26])[N:13]([CH3:27])[CH:12]=1)=[O:10])=C.CCO.[OH-].[Na+]. The product is [OH:4][CH2:5][CH2:6][O:7][NH:8][C:9]([C:11]1[C:16]([NH:17][C:18]2[CH:23]=[CH:22][C:21]([Br:24])=[CH:20][C:19]=2[F:25])=[CH:15][C:14](=[O:26])[N:13]([CH3:27])[CH:12]=1)=[O:10]. The yield is 0.760.